The task is: Regression. Given a peptide amino acid sequence and an MHC pseudo amino acid sequence, predict their binding affinity value. This is MHC class II binding data.. This data is from Peptide-MHC class II binding affinity with 134,281 pairs from IEDB. (1) The peptide sequence is SGVAWLVVDPTTLFW. The MHC is DRB4_0101 with pseudo-sequence DRB4_0103. The binding affinity (normalized) is 1.00. (2) The peptide sequence is LRNVACQEAVKLKLI. The MHC is DRB1_0404 with pseudo-sequence DRB1_0404. The binding affinity (normalized) is 0.206. (3) The peptide sequence is FDLRAQGINLIIHYV. The MHC is DRB1_1101 with pseudo-sequence DRB1_1101. The binding affinity (normalized) is 0.150.